This data is from Forward reaction prediction with 1.9M reactions from USPTO patents (1976-2016). The task is: Predict the product of the given reaction. Given the reactants [F:1][CH:2]([F:24])[C:3]1[N:8]2[CH:9]=[N:10][C:11]([C:12]#[CH:13])=[C:7]2[N:6]=[C:5]([C:14]2[CH:19]=[CH:18][C:17]([C:20]([F:23])([F:22])[F:21])=[CH:16][CH:15]=2)[CH:4]=1.Br[C:26]1[C:27]([F:37])=[CH:28][C:29]([F:36])=[C:30]([S:32]([NH2:35])(=[O:34])=[O:33])[CH:31]=1, predict the reaction product. The product is: [F:24][CH:2]([F:1])[C:3]1[N:8]2[CH:9]=[N:10][C:11]([C:12]#[C:13][C:26]3[C:27]([F:37])=[CH:28][C:29]([F:36])=[C:30]([S:32]([NH2:35])(=[O:33])=[O:34])[CH:31]=3)=[C:7]2[N:6]=[C:5]([C:14]2[CH:19]=[CH:18][C:17]([C:20]([F:23])([F:22])[F:21])=[CH:16][CH:15]=2)[CH:4]=1.